Dataset: Catalyst prediction with 721,799 reactions and 888 catalyst types from USPTO. Task: Predict which catalyst facilitates the given reaction. (1) Reactant: [C:1]1([C:15]2[CH:20]=[CH:19][CH:18]=[CH:17][CH:16]=2)[CH:6]=[CH:5][CH:4]=[C:3]([O:7][CH2:8][C@H:9]2[O:14][CH2:13][CH2:12][NH:11][CH2:10]2)[CH:2]=1.C(N(CC)CC)C.[Cl:28][C:29]1[CH:30]=[C:31]2[C:35](=[CH:36][CH:37]=1)[N:34]([S:38]([C:41]1[CH:46]=[CH:45][CH:44]=[CH:43][CH:42]=1)(=[O:40])=[O:39])[C:33]([C:47]([O:49][CH2:50][CH3:51])=[O:48])=[C:32]2[S:52](Cl)(=[O:54])=[O:53]. Product: [C:1]1([C:15]2[CH:20]=[CH:19][CH:18]=[CH:17][CH:16]=2)[CH:6]=[CH:5][CH:4]=[C:3]([O:7][CH2:8][C@@H:9]2[CH2:10][N:11]([S:52]([C:32]3[C:31]4[C:35](=[CH:36][CH:37]=[C:29]([Cl:28])[CH:30]=4)[N:34]([S:38]([C:41]4[CH:46]=[CH:45][CH:44]=[CH:43][CH:42]=4)(=[O:40])=[O:39])[C:33]=3[C:47]([O:49][CH2:50][CH3:51])=[O:48])(=[O:54])=[O:53])[CH2:12][CH2:13][O:14]2)[CH:2]=1. The catalyst class is: 4. (2) Reactant: [N+:1]([C:4]1[CH:9]=[CH:8][C:7]([CH2:10][CH2:11][CH2:12][CH2:13][OH:14])=[CH:6][CH:5]=1)([O-:3])=[O:2].C(N(CC)CC)C.[CH3:22][S:23](Cl)(=[O:25])=[O:24]. Product: [CH3:22][S:23]([O:14][CH2:13][CH2:12][CH2:11][CH2:10][C:7]1[CH:6]=[CH:5][C:4]([N+:1]([O-:3])=[O:2])=[CH:9][CH:8]=1)(=[O:25])=[O:24]. The catalyst class is: 2. (3) Reactant: [Si:1]([O:8][CH:9]([C:12]1[CH:17]=[CH:16][CH:15]=[C:14]([O:18][Si:19]([C:22]([CH3:25])([CH3:24])[CH3:23])([CH3:21])[CH3:20])[CH:13]=1)[CH2:10][NH2:11])([C:4]([CH3:7])([CH3:6])[CH3:5])([CH3:3])[CH3:2].CS([C:30]1[S:34][C:33]([C:35]2[CH:36]=[C:37]3[C:42](=[CH:43][CH:44]=2)[CH:41]=[N:40][CH:39]=[CH:38]3)=[N:32][N:31]=1)(=O)=O.CS(C1SC(C2C=C3C(=CC=2)C=NC=C3)=NN=1)=O. Product: [Si:1]([O:8][CH:9]([C:12]1[CH:17]=[CH:16][CH:15]=[C:14]([O:18][Si:19]([C:22]([CH3:25])([CH3:24])[CH3:23])([CH3:20])[CH3:21])[CH:13]=1)[CH2:10][NH:11][C:30]1[S:34][C:33]([C:35]2[CH:36]=[C:37]3[C:42](=[CH:43][CH:44]=2)[CH:41]=[N:40][CH:39]=[CH:38]3)=[N:32][N:31]=1)([C:4]([CH3:7])([CH3:6])[CH3:5])([CH3:3])[CH3:2]. The catalyst class is: 44. (4) Reactant: [O:1]1[CH:5]=[CH:4][CH:3]=[CH:2]1.[Li]CCCC.[CH3:11][C@@H:12]([CH2:15][CH3:16])[CH2:13]I. Product: [CH3:11][C@@H:12]([CH2:15][CH3:16])[CH2:13][C:2]1[O:1][CH:5]=[CH:4][CH:3]=1. The catalyst class is: 1. (5) Product: [Cl:34][C:19]1[N:20]=[C:21]([N:24]2[C:25]([CH3:33])([CH3:32])[CH2:26][CH:27]([N:29]([CH3:30])[CH3:31])[CH2:28]2)[C:22]([F:23])=[C:17]([NH:9][NH2:8])[N:18]=1. The catalyst class is: 71. Reactant: CC(OC([N:8](C(OC(C)(C)C)=O)[N:9]([C:17]1[C:22]([F:23])=[C:21]([N:24]2[CH2:28][CH:27]([N:29]([CH3:31])[CH3:30])[CH2:26][C:25]2([CH3:33])[CH3:32])[N:20]=[C:19]([Cl:34])[N:18]=1)C(OC(C)(C)C)=O)=O)(C)C.Cl.